Dataset: Reaction yield outcomes from USPTO patents with 853,638 reactions. Task: Predict the reaction yield, written as a fraction of the theoretical maximum amount of product (1.0 means a 100% yield; for example, 0.34 means a 34% yield). (1) The reactants are [C:1]([O:5][C:6]([N:8]1[C@@H:12]([CH3:13])[C@H:11]([F:14])[CH2:10][C@H:9]1[C:15]([OH:17])=O)=[O:7])([CH3:4])([CH3:3])[CH3:2].CCN(C(C)C)C(C)C.CN(C(ON1N=NC2C=CC=NC1=2)=[N+](C)C)C.F[P-](F)(F)(F)(F)F.[F:51][C:52]1[C:53]([CH2:68][NH2:69])=[CH:54][C:55]([C:58]2[CH:59]=[N:60][C:61]([C:64]([F:67])([F:66])[F:65])=[N:62][CH:63]=2)=[N:56][CH:57]=1. The catalyst is CN(C)C=O.O. The product is [F:14][C@@H:11]1[CH2:10][C@@H:9]([C:15](=[O:17])[NH:69][CH2:68][C:53]2[C:52]([F:51])=[CH:57][N:56]=[C:55]([C:58]3[CH:63]=[N:62][C:61]([C:64]([F:67])([F:66])[F:65])=[N:60][CH:59]=3)[CH:54]=2)[N:8]([C:6]([O:5][C:1]([CH3:2])([CH3:3])[CH3:4])=[O:7])[C@H:12]1[CH3:13]. The yield is 0.600. (2) The reactants are [CH2:1]([NH2:8])[C:2]1[CH:7]=[CH:6][CH:5]=[CH:4][CH:3]=1.O[CH2:10][C:11]1[O:12][C:13]([CH2:16]O)=[CH:14][CH:15]=1. The catalyst is O. The product is [CH2:1]([NH:8][CH2:10][C:11]1[O:12][C:13]([CH2:16][NH:8][CH2:1][C:2]2[CH:7]=[CH:6][CH:5]=[CH:4][CH:3]=2)=[CH:14][CH:15]=1)[C:2]1[CH:7]=[CH:6][CH:5]=[CH:4][CH:3]=1. The yield is 0.760. (3) The reactants are [C:1]1([S:7]([N:10]2[C:14]3=[N:15][CH:16]=[C:17]([Br:19])[CH:18]=[C:13]3[C:12](I)=[CH:11]2)(=[O:9])=[O:8])[CH:6]=[CH:5][CH:4]=[CH:3][CH:2]=1.[C:21]([N:40]1[CH:44]=[C:43](B(O)O)[CH:42]=[N:41]1)([C:34]1[CH:39]=[CH:38][CH:37]=[CH:36][CH:35]=1)([C:28]1[CH:33]=[CH:32][CH:31]=[CH:30][CH:29]=1)[C:22]1[CH:27]=[CH:26][CH:25]=[CH:24][CH:23]=1.C([O-])([O-])=O.[Na+].[Na+].[Li+].[Cl-]. The catalyst is Cl[Pd](Cl)([P](C1C=CC=CC=1)(C1C=CC=CC=1)C1C=CC=CC=1)[P](C1C=CC=CC=1)(C1C=CC=CC=1)C1C=CC=CC=1.C1(C)C=CC=CC=1.CCO. The product is [C:1]1([S:7]([N:10]2[C:14]3=[N:15][CH:16]=[C:17]([Br:19])[CH:18]=[C:13]3[C:12]([C:43]3[CH:42]=[N:41][N:40]([C:21]([C:28]4[CH:33]=[CH:32][CH:31]=[CH:30][CH:29]=4)([C:22]4[CH:23]=[CH:24][CH:25]=[CH:26][CH:27]=4)[C:34]4[CH:39]=[CH:38][CH:37]=[CH:36][CH:35]=4)[CH:44]=3)=[CH:11]2)(=[O:9])=[O:8])[CH:6]=[CH:5][CH:4]=[CH:3][CH:2]=1. The yield is 0.570. (4) The reactants are CC(OC([N:8]1[CH2:13][CH2:12][C:11](=[C:14]([C:28]2[CH:33]=[CH:32][CH:31]=[CH:30][C:29]=2[NH2:34])[C:15]2[CH:20]=[CH:19][C:18]([C:21]([N:23]([CH2:26][CH3:27])[CH2:24][CH3:25])=[O:22])=[CH:17][CH:16]=2)[CH2:10][CH2:9]1)=O)(C)C.[F:35][C:36]1[CH:37]=[C:38](I)[CH:39]=[CH:40][CH:41]=1.CC([O-])(C)C.[Na+].C(O)(C(F)(F)F)=O. The catalyst is C1(C)C=CC=CC=1.C1C=CC(/C=C/C(/C=C/C2C=CC=CC=2)=O)=CC=1.C1C=CC(/C=C/C(/C=C/C2C=CC=CC=2)=O)=CC=1.C1C=CC(/C=C/C(/C=C/C2C=CC=CC=2)=O)=CC=1.[Pd].[Pd]. The product is [CH2:26]([N:23]([CH2:24][CH3:25])[C:21](=[O:22])[C:18]1[CH:17]=[CH:16][C:15]([C:14]([C:28]2[CH:33]=[CH:32][CH:31]=[CH:30][C:29]=2[NH:34][C:38]2[CH:39]=[CH:40][CH:41]=[C:36]([F:35])[CH:37]=2)=[C:11]2[CH2:10][CH2:9][NH:8][CH2:13][CH2:12]2)=[CH:20][CH:19]=1)[CH3:27]. The yield is 0.340. (5) The reactants are [Cl:1][CH2:2]C(CCl)=O.[CH2:7]([O:14][C:15]([NH:17][C@H:18]([C:26]([OH:28])=O)[CH2:19][C:20]1[CH:25]=[CH:24][CH:23]=[CH:22][CH:21]=1)=[O:16])[C:8]1[CH:13]=[CH:12][CH:11]=[CH:10][CH:9]=1.[BH4-].[Na+]. The catalyst is CO.O1CCCC1. The product is [CH2:7]([O:14][C:15]([NH:17][C@@H:18]([CH2:19][C:20]1[CH:21]=[CH:22][CH:23]=[CH:24][CH:25]=1)[C@H:26]([OH:28])[CH2:2][Cl:1])=[O:16])[C:8]1[CH:9]=[CH:10][CH:11]=[CH:12][CH:13]=1. The yield is 0.430. (6) The reactants are [CH3:1][CH:2]([CH3:23])[CH:3]([C:5]1[S:22][C:8]2[N:9]=[CH:10][N:11]=[C:12]([NH:13][CH2:14][CH2:15][C:16]3[CH:21]=[CH:20][CH:19]=[CH:18][CH:17]=3)[C:7]=2[CH:6]=1)O.[Cl-].[Al+3].[Cl-].[Cl-].[H-].[Al+3].[Li+].[H-].[H-].[H-].C(OCC)(=O)C. The catalyst is C(OCC)C.O. The product is [CH2:3]([C:5]1[S:22][C:8]2[N:9]=[CH:10][N:11]=[C:12]([NH:13][CH2:14][CH2:15][C:16]3[CH:21]=[CH:20][CH:19]=[CH:18][CH:17]=3)[C:7]=2[CH:6]=1)[CH:2]([CH3:23])[CH3:1]. The yield is 0.210.